This data is from Forward reaction prediction with 1.9M reactions from USPTO patents (1976-2016). The task is: Predict the product of the given reaction. (1) Given the reactants [OH:1][C:2]1[C:11]2[C:6](=[CH:7][CH:8]=[CH:9][CH:10]=2)[CH:5]=[C:4](O)[CH:3]=1.[NH3:13], predict the reaction product. The product is: [OH:1][C:2]1[C:11]2[C:6](=[CH:7][CH:8]=[CH:9][CH:10]=2)[CH:5]=[C:4]([NH2:13])[CH:3]=1. (2) Given the reactants [CH3:1][C:2]1([CH3:9])[CH2:7][CH2:6][C:5](=O)[CH2:4][CH2:3]1.[C:10]([O:14][C:15]([N:17]1[CH2:22][CH2:21][NH:20][CH2:19][CH2:18]1)=[O:16])([CH3:13])([CH3:12])[CH3:11].C(O)(=O)C.C(O[BH-](OC(=O)C)OC(=O)C)(=O)C.[Na+], predict the reaction product. The product is: [CH3:1][C:2]1([CH3:9])[CH2:7][CH2:6][CH:5]([N:20]2[CH2:19][CH2:18][N:17]([C:15]([O:14][C:10]([CH3:13])([CH3:12])[CH3:11])=[O:16])[CH2:22][CH2:21]2)[CH2:4][CH2:3]1.